Task: Token-level Classification. Given an antigen amino acid sequence, predict which amino acid positions are active epitope sites capable of antibody binding. Output is a list of indices for active positions.. Dataset: B-cell epitopes from IEDB database with 3,159 antigens for binding position prediction (1) Given the antigen sequence: MSPLVAVLVFFSAALGVPGTGVAGNPHGLDAIFEPPVTPAPPTRAPRREELEWDDEDHPLLGLEPPVGSRCHPYIAYSLPPDMTAVTSVVVKPYCSPPEVILWASGTAYLVNPFVAIQALAIGEPLNEAALKELGEVAVHKDSLPPLRYNGGPPAE, which amino acid positions are active epitope sites? The epitope positions are: [126, 127, 128, 129, 130, 131, 132, 133, 134, 135, 136, 137, 138, 139, 140, 141, 142]. The amino acids at these positions are: NEAALKELGEVAVHKDS. (2) Given the antigen sequence: MGAQVSTQKTGAHETSLSAAGNSVIHYTNINYYKDAASNSANRQDFTQDPGKFTEPVKDIMVKSMPALNSPSAEECGYSDRVRSITLGNSTITTQECANVVVGYGVWPTYLKDEEATAEDQPTQPDVATCRFYTLESVMWQQSSPGWWWKFPDALSNMGLFGQNMQYHYLGRAGYTIHVQCNASKFHQGCLLVVCVPEAEMGCATLANKPDPKSLSKGEIANMFESQNSTGETAVQANVINAGMGVGVGNLTIFPHQWINLRTNNSATIVMPYINSVPMDNMFRHNNFTLMVIPFAPLSYSTGATTYVPITVTVAPMCAEYNGLRLAGKQGLPTLSTPGSNQFLTSDDFQSPSAMPQFDVTPEMDIPGQVNNLMEIAEVDSVVPVNNTEGKVMSIEAYQIPVQSNPTNGSQVFGFPLTPGANSVLNRTLLGEILNYYAHWSGSIKLTFMFCGSAMATGKFLLAYSPPGAGAPTTRKEAMLGTHVIWDVGLQSSCVLCIPW..., which amino acid positions are active epitope sites? The epitope positions are: [568, 569, 570, 571, 572, 573, 574, 575, 576, 577, 578, 579, 580, 581, 582, 583, 584, 585, 586, 587]. The amino acids at these positions are: GPPGEVMGRAIARVADTIGS.